The task is: Predict the reaction yield, written as a fraction of the theoretical maximum amount of product (1.0 means a 100% yield; for example, 0.34 means a 34% yield).. This data is from Reaction yield outcomes from USPTO patents with 853,638 reactions. (1) The reactants are Br[C:2]1[C:7]([CH3:8])=[CH:6][C:5]([CH2:9][C:10]([O:12][CH3:13])=[O:11])=[C:4]([Cl:14])[CH:3]=1.[N:15]1[CH:20]=[CH:19][CH:18]=[C:17](B(O)O)[CH:16]=1.C([O-])([O-])=O.[K+].[K+].O. The catalyst is C1(C)C=CC=CC=1.C1COCC1.O.C1C=CC(P(C2C=CC=CC=2)[C-]2C=CC=C2)=CC=1.C1C=CC(P(C2C=CC=CC=2)[C-]2C=CC=C2)=CC=1.Cl[Pd]Cl.[Fe+2]. The product is [Cl:14][C:4]1[CH:3]=[C:2]([C:17]2[CH:16]=[N:15][CH:20]=[CH:19][CH:18]=2)[C:7]([CH3:8])=[CH:6][C:5]=1[CH2:9][C:10]([O:12][CH3:13])=[O:11]. The yield is 0.760. (2) The reactants are [OH:1][CH:2]1[CH2:7][CH2:6][N:5]([C:8]([O:10][C:11]([CH3:14])([CH3:13])[CH3:12])=[O:9])[CH2:4][CH2:3]1.C(N(CC)CC)C.[CH3:22][S:23](Cl)(=[O:25])=[O:24]. The catalyst is ClCCl. The product is [CH3:22][S:23]([O:1][CH:2]1[CH2:3][CH2:4][N:5]([C:8]([O:10][C:11]([CH3:14])([CH3:13])[CH3:12])=[O:9])[CH2:6][CH2:7]1)(=[O:25])=[O:24]. The yield is 1.00. (3) The reactants are [F:1][C:2]([F:17])([F:16])[C:3]1[CH:9]=[CH:8][C:6]([NH2:7])=[C:5]([C:10]#[C:11][Si](C)(C)C)[CH:4]=1.CO.C([O-])([O-])=O.[K+].[K+]. The catalyst is C([O-])(O)=O.[Na+]. The product is [C:10]([C:5]1[CH:4]=[C:3]([C:2]([F:1])([F:16])[F:17])[CH:9]=[CH:8][C:6]=1[NH2:7])#[CH:11]. The yield is 0.830.